From a dataset of Peptide-MHC class II binding affinity with 134,281 pairs from IEDB. Regression. Given a peptide amino acid sequence and an MHC pseudo amino acid sequence, predict their binding affinity value. This is MHC class II binding data. (1) The peptide sequence is WLDAKSTWYGKPTGA. The MHC is DRB3_0101 with pseudo-sequence DRB3_0101. The binding affinity (normalized) is 0.0192. (2) The peptide sequence is PDEYVEQVAQYKALP. The MHC is DRB4_0101 with pseudo-sequence DRB4_0103. The binding affinity (normalized) is 0.336. (3) The peptide sequence is DGSTDYGILQINSRW. The MHC is H-2-IAk with pseudo-sequence H-2-IAk. The binding affinity (normalized) is 0.614. (4) The peptide sequence is ASLTEALRVIAGALE. The MHC is HLA-DQA10501-DQB10201 with pseudo-sequence HLA-DQA10501-DQB10201. The binding affinity (normalized) is 0.238.